Dataset: Reaction yield outcomes from USPTO patents with 853,638 reactions. Task: Predict the reaction yield, written as a fraction of the theoretical maximum amount of product (1.0 means a 100% yield; for example, 0.34 means a 34% yield). The reactants are [F:1][C:2]1[C:10]2[N:9]=[C:8]([CH2:11][N:12]([CH:28]3[C:37]4[N:36]=[CH:35][CH:34]=[CH:33][C:32]=4[CH2:31][CH2:30][CH2:29]3)[CH2:13][CH2:14][CH2:15][CH2:16][N:17]3C(=O)C4C(=CC=CC=4)C3=O)[NH:7][C:6]=2[CH:5]=[CH:4][CH:3]=1.O.NN. The catalyst is C(O)C.C(OCC)C. The product is [F:1][C:2]1[C:10]2[N:9]=[C:8]([CH2:11][N:12]([CH:28]3[C:37]4[N:36]=[CH:35][CH:34]=[CH:33][C:32]=4[CH2:31][CH2:30][CH2:29]3)[CH2:13][CH2:14][CH2:15][CH2:16][NH2:17])[NH:7][C:6]=2[CH:5]=[CH:4][CH:3]=1. The yield is 0.460.